Dataset: Catalyst prediction with 721,799 reactions and 888 catalyst types from USPTO. Task: Predict which catalyst facilitates the given reaction. (1) Reactant: [CH2:1]([S:3]([C:6]1[CH:13]=[CH:12][C:11]([N+:14]([O-])=O)=[CH:10][C:7]=1[C:8]#[N:9])(=[O:5])=[O:4])[CH3:2].C(O)C.O. Product: [NH2:14][C:11]1[CH:12]=[CH:13][C:6]([S:3]([CH2:1][CH3:2])(=[O:5])=[O:4])=[C:7]([CH:10]=1)[C:8]#[N:9]. The catalyst class is: 180. (2) Reactant: [CH3:1][O:2][C:3]1[CH:4]=[C:5](/[CH:15]=[CH:16]/[C:17]#[N:18])[CH:6]=[CH:7][C:8]=1[N:9]1[CH:13]=[C:12]([CH3:14])[N:11]=[CH:10]1.Cl.[CH2:20]([O:22]CC)[CH3:21]. Product: [CH3:1][O:2][C:3]1[CH:4]=[C:5](/[CH:15]=[CH:16]/[C:17](=[NH:18])[O:22][CH2:20][CH3:21])[CH:6]=[CH:7][C:8]=1[N:9]1[CH:13]=[C:12]([CH3:14])[N:11]=[CH:10]1. The catalyst class is: 8. (3) Reactant: [F:1][C:2]([F:15])([F:14])[C:3]1[CH:12]=[C:11]2[C:6]([CH2:7][CH2:8][NH:9][C:10]2=[O:13])=[CH:5][CH:4]=1.Br[C:17]1[CH:18]=[N:19][CH:20]=[CH:21][CH:22]=1.P([O-])([O-])([O-])=O.[K+].[K+].[K+]. Product: [N:19]1[CH:20]=[CH:21][CH:22]=[C:17]([N:9]2[CH2:8][CH2:7][C:6]3[C:11](=[CH:12][C:3]([C:2]([F:1])([F:14])[F:15])=[CH:4][CH:5]=3)[C:10]2=[O:13])[CH:18]=1. The catalyst class is: 246. (4) Reactant: N([C:3]([CH3:9])([CH3:8])[C:4]([O:6][CH3:7])=[O:5])=N[C:3]([CH3:9])([CH3:8])[C:4]([O:6][CH3:7])=[O:5].C(S)CCCC[CH2:22][CH2:23][CH2:24][CH2:25][CH2:26][CH2:27][CH3:28]. Product: [C:4]([O:6][C:23]12[CH2:22][CH:26]([CH2:25][CH2:24]1)[CH2:27][CH2:28]2)(=[O:5])[C:3]([CH3:9])=[CH2:8].[C:4]([O:6][CH3:7])(=[O:5])[C:3]([CH3:9])=[CH2:8]. The catalyst class is: 5. (5) Reactant: Cl.Cl.[O:3]1[C:12]2[C:7](=[CH:8][CH:9]=[CH:10][CH:11]=2)[C@H:6]([NH:13][C:14]([C@@H:16]2[CH2:21][N:20]3[CH2:22][C@H:23]([O:25][CH2:26][CH3:27])[CH2:24][C@@H:19]3[CH2:18][NH:17]2)=[O:15])[CH2:5][CH2:4]1.C(N(CC)C(C)C)(C)C.[C:37]([O:41][C:42]([NH:44][C@@H:45]([CH:49]1[CH2:54][CH2:53][CH2:52][CH2:51][CH2:50]1)[C:46](O)=[O:47])=[O:43])([CH3:40])([CH3:39])[CH3:38].F[P-](F)(F)(F)(F)F.N1(OC(N(C)C)=[N+](C)C)C2N=CC=CC=2N=N1. Product: [C:37]([O:41][C:42](=[O:43])[NH:44][C@@H:45]([CH:49]1[CH2:50][CH2:51][CH2:52][CH2:53][CH2:54]1)[C:46]([N:17]1[C@H:16]([C:14](=[O:15])[NH:13][C@H:6]2[C:7]3[C:12](=[CH:11][CH:10]=[CH:9][CH:8]=3)[O:3][CH2:4][CH2:5]2)[CH2:21][N:20]2[CH2:22][C@H:23]([O:25][CH2:26][CH3:27])[CH2:24][C@@H:19]2[CH2:18]1)=[O:47])([CH3:40])([CH3:38])[CH3:39]. The catalyst class is: 288. (6) Reactant: [CH2:1]([C:3]1([C:11]2[CH:16]=[CH:15][CH:14]=[C:13]([O:17][CH3:18])[CH:12]=2)[CH2:9][CH2:8][CH2:7][CH2:6][NH:5][C:4]1=[O:10])[CH3:2].[H-].[Na+].[CH2:21](Br)[CH:22]=[CH2:23]. Product: [CH2:23]([N:5]1[CH2:6][CH2:7][CH2:8][CH2:9][C:3]([CH2:1][CH3:2])([C:11]2[CH:16]=[CH:15][CH:14]=[C:13]([O:17][CH3:18])[CH:12]=2)[C:4]1=[O:10])[CH:22]=[CH2:21]. The catalyst class is: 3. (7) Reactant: [C:1]1([C:7]2[N:8]=[CH:9][C:10]([N:19]([CH2:23][CH2:24][CH2:25][CH2:26][O:27][CH2:28][C:29](O)=[O:30])[CH:20]([CH3:22])[CH3:21])=[N:11][C:12]=2[C:13]2[CH:18]=[CH:17][CH:16]=[CH:15][CH:14]=2)[CH:6]=[CH:5][CH:4]=[CH:3][CH:2]=1.C(N1C=CN=C1)(N1C=CN=C1)=O.[CH3:44][C:45]1[CH:46]=[CH:47][C:48]([S:51]([NH2:54])(=[O:53])=[O:52])=[CH:49][CH:50]=1.CCCCCCC=CCCC. Product: [C:1]1([C:7]2[N:8]=[CH:9][C:10]([N:19]([CH2:23][CH2:24][CH2:25][CH2:26][O:27][CH2:28][C:29]([NH:54][S:51]([C:48]3[CH:49]=[CH:50][C:45]([CH3:44])=[CH:46][CH:47]=3)(=[O:52])=[O:53])=[O:30])[CH:20]([CH3:22])[CH3:21])=[N:11][C:12]=2[C:13]2[CH:18]=[CH:17][CH:16]=[CH:15][CH:14]=2)[CH:6]=[CH:5][CH:4]=[CH:3][CH:2]=1. The catalyst class is: 7. (8) Reactant: [CH2:1]([O:3][C:4](=[O:27])[CH2:5][CH:6]([N:13]1[C:21]2[C:16](=[CH:17][C:18]([O:22][CH2:23][CH2:24][O:25][NH2:26])=[CH:19][CH:20]=2)[CH:15]=[CH:14]1)[C:7]1[CH:12]=[CH:11][CH:10]=[CH:9][CH:8]=1)[CH3:2].Br.Br.CC1C([C:36]2[NH:37][CH2:38][CH2:39][N:40]=2)=C(C)NN=1. Product: [CH2:1]([O:3][C:4](=[O:27])[CH2:5][CH:6]([N:13]1[C:21]2[C:16](=[CH:17][C:18]([O:22][CH2:23][CH2:24][O:25][NH:26][C:36]3[NH:40][CH2:39][CH2:38][N:37]=3)=[CH:19][CH:20]=2)[CH:15]=[CH:14]1)[C:7]1[CH:12]=[CH:11][CH:10]=[CH:9][CH:8]=1)[CH3:2]. The catalyst class is: 5.